Task: Predict the reactants needed to synthesize the given product.. Dataset: Full USPTO retrosynthesis dataset with 1.9M reactions from patents (1976-2016) (1) Given the product [C:1]([O:5][C:6](=[O:24])[NH:7][C:8]1[CH:13]=[CH:12][C:11]([C:14]2[CH:15]=[CH:16][C:17]([CH3:20])=[CH:18][CH:19]=2)=[CH:10][C:9]=1[NH2:21])([CH3:4])([CH3:2])[CH3:3], predict the reactants needed to synthesize it. The reactants are: [C:1]([O:5][C:6](=[O:24])[NH:7][C:8]1[CH:13]=[CH:12][C:11]([C:14]2[CH:19]=[CH:18][C:17]([CH3:20])=[CH:16][CH:15]=2)=[CH:10][C:9]=1[N+:21]([O-])=O)([CH3:4])([CH3:3])[CH3:2]. (2) Given the product [CH3:1][C:2]1[N:7]=[C:6]2[S:8][C:9]3[CH2:14][CH2:13][CH2:12][CH2:11][C:10]=3[C:5]2=[C:4]([C:15]2[CH:20]=[CH:19][CH:18]=[CH:17][C:16]=2[Cl:21])[C:3]=1[CH:22]([CH2:38][CH2:37][CH3:41])[C:23]([O:25][CH3:26])=[O:24], predict the reactants needed to synthesize it. The reactants are: [CH3:1][C:2]1[N:7]=[C:6]2[S:8][C:9]3[CH2:14][CH2:13][CH2:12][CH2:11][C:10]=3[C:5]2=[C:4]([C:15]2[CH:20]=[CH:19][CH:18]=[CH:17][C:16]=2[Cl:21])[C:3]=1[CH2:22][C:23]([O:25][CH3:26])=[O:24].[Li+].C[Si]([N-][Si](C)(C)C)(C)C.[CH2:37]1[CH2:41]OC[CH2:38]1.ICCC. (3) The reactants are: C(OC(=O)C)(=O)C.[CH:8]([OH:10])=O.[Br:11][C:12]1[CH:13]=[C:14]([N+:21]([O-:23])=[O:22])[C:15]([NH2:20])=[N:16][C:17]=1[O:18][CH3:19]. Given the product [Br:11][C:12]1[CH:13]=[C:14]([N+:21]([O-:23])=[O:22])[C:15]([NH:20][CH:8]=[O:10])=[N:16][C:17]=1[O:18][CH3:19], predict the reactants needed to synthesize it. (4) Given the product [Cl:1][C:2]1[C:10]2[CH:9]=[CH:8][CH:7]=[CH:6][C:5]=2[N:4]2[CH:11]([CH:28]3[CH2:30][CH2:29]3)[O:12][C:13]3[CH:18]=[CH:17][C:16]([C:32]4[C:33]([N:52]([CH3:57])[S:53]([CH3:56])(=[O:55])=[O:54])=[CH:34][C:35]5[O:39][C:38]([C:40]6[CH:45]=[CH:44][C:43]([F:46])=[CH:42][CH:41]=6)=[C:37]([C:47]([NH:49][CH3:50])=[O:48])[C:36]=5[CH:51]=4)=[CH:15][C:14]=3[C:3]=12, predict the reactants needed to synthesize it. The reactants are: [Cl:1][C:2]1[C:10]2[CH:9]=[CH:8][CH:7]=[CH:6][C:5]=2[N:4]2[CH:11]([CH:28]3[CH2:30][CH2:29]3)[O:12][C:13]3[CH:18]=[CH:17][C:16](B4OC(C)(C)C(C)(C)O4)=[CH:15][C:14]=3[C:3]=12.Br[C:32]1[C:33]([N:52]([CH3:57])[S:53]([CH3:56])(=[O:55])=[O:54])=[CH:34][C:35]2[O:39][C:38]([C:40]3[CH:45]=[CH:44][C:43]([F:46])=[CH:42][CH:41]=3)=[C:37]([C:47]([NH:49][CH3:50])=[O:48])[C:36]=2[CH:51]=1. (5) Given the product [CH2:1]([N:5]1[C:9](=[O:10])[C:8]([NH:29][CH2:28][CH2:27][CH2:26][N:20]2[CH2:25][CH2:24][O:23][CH2:22][CH2:21]2)=[C:7]([C:12]2[CH:17]=[CH:16][CH:15]=[CH:14][CH:13]=2)[S:6]1(=[O:19])=[O:18])[CH2:2][CH2:3][CH3:4], predict the reactants needed to synthesize it. The reactants are: [CH2:1]([N:5]1[C:9](=[O:10])[C:8](Cl)=[C:7]([C:12]2[CH:17]=[CH:16][CH:15]=[CH:14][CH:13]=2)[S:6]1(=[O:19])=[O:18])[CH2:2][CH2:3][CH3:4].[N:20]1([CH2:26][CH2:27][CH2:28][NH2:29])[CH2:25][CH2:24][O:23][CH2:22][CH2:21]1. (6) Given the product [C:1]([C:5]1[CH:29]=[CH:28][C:8]([C:9]([NH:11][C:12]2[C:13]([CH3:27])=[C:14]([C:31]3[CH:36]=[CH:35][N:34]=[C:33]4[NH:37][C:38]([C:40]5[CH:48]=[CH:47][C:43]([C:44]([OH:46])=[O:45])=[CH:42][CH:41]=5)=[N:39][C:32]=34)[CH:15]=[CH:16][CH:17]=2)=[O:10])=[CH:7][CH:6]=1)([CH3:4])([CH3:2])[CH3:3], predict the reactants needed to synthesize it. The reactants are: [C:1]([C:5]1[CH:29]=[CH:28][C:8]([C:9]([NH:11][C:12]2[CH:17]=[CH:16][CH:15]=[C:14](B3OC(C)(C)C(C)(C)O3)[C:13]=2[CH3:27])=[O:10])=[CH:7][CH:6]=1)([CH3:4])([CH3:3])[CH3:2].Cl[C:31]1[CH:36]=[CH:35][N:34]=[C:33]2[NH:37][C:38]([C:40]3[CH:48]=[CH:47][C:43]([C:44]([OH:46])=[O:45])=[CH:42][CH:41]=3)=[N:39][C:32]=12.CC(O)C.O.C(=O)([O-])[O-].[K+].[K+].